This data is from Peptide-MHC class II binding affinity with 134,281 pairs from IEDB. The task is: Regression. Given a peptide amino acid sequence and an MHC pseudo amino acid sequence, predict their binding affinity value. This is MHC class II binding data. (1) The peptide sequence is DENPVVHFFKNIVTPRTPPP. The MHC is DRB1_0301 with pseudo-sequence DRB1_0301. The binding affinity (normalized) is 0.250. (2) The MHC is DRB1_0401 with pseudo-sequence DRB1_0401. The binding affinity (normalized) is 0. The peptide sequence is KPHYYTFGKADIAAN. (3) The binding affinity (normalized) is 0.113. The peptide sequence is PTFAKAMEKLSVLKV. The MHC is HLA-DQA10301-DQB10302 with pseudo-sequence HLA-DQA10301-DQB10302. (4) The peptide sequence is INEKTAAAIAYGLDR. The MHC is HLA-DQA10401-DQB10402 with pseudo-sequence HLA-DQA10401-DQB10402. The binding affinity (normalized) is 0.510. (5) The peptide sequence is EDNFFLFGAKADQVA. The MHC is HLA-DPA10201-DPB10101 with pseudo-sequence HLA-DPA10201-DPB10101. The binding affinity (normalized) is 0.184. (6) The peptide sequence is AFTVVLSGGTLIDTL. The MHC is DRB1_1201 with pseudo-sequence DRB1_1201. The binding affinity (normalized) is 0.304. (7) The peptide sequence is AARLLSIRAMSTKFS. The MHC is DRB1_1501 with pseudo-sequence DRB1_1501. The binding affinity (normalized) is 0.728. (8) The peptide sequence is FSTGLIIQGLKLMNS. The MHC is DRB1_0701 with pseudo-sequence DRB1_0701. The binding affinity (normalized) is 0.573. (9) The peptide sequence is LSFAAALNGLAGPLH. The MHC is HLA-DQA10101-DQB10501 with pseudo-sequence HLA-DQA10101-DQB10501. The binding affinity (normalized) is 0.